Dataset: NCI-60 drug combinations with 297,098 pairs across 59 cell lines. Task: Regression. Given two drug SMILES strings and cell line genomic features, predict the synergy score measuring deviation from expected non-interaction effect. (1) Drug 1: CC1=CC=C(C=C1)C2=CC(=NN2C3=CC=C(C=C3)S(=O)(=O)N)C(F)(F)F. Drug 2: CC1=C(N=C(N=C1N)C(CC(=O)N)NCC(C(=O)N)N)C(=O)NC(C(C2=CN=CN2)OC3C(C(C(C(O3)CO)O)O)OC4C(C(C(C(O4)CO)O)OC(=O)N)O)C(=O)NC(C)C(C(C)C(=O)NC(C(C)O)C(=O)NCCC5=NC(=CS5)C6=NC(=CS6)C(=O)NCCC[S+](C)C)O. Cell line: SW-620. Synergy scores: CSS=10.5, Synergy_ZIP=-2.48, Synergy_Bliss=-1.32, Synergy_Loewe=-25.8, Synergy_HSA=-2.53. (2) Drug 1: C1CC(C1)(C(=O)O)C(=O)O.[NH2-].[NH2-].[Pt+2]. Drug 2: CCCCCOC(=O)NC1=NC(=O)N(C=C1F)C2C(C(C(O2)C)O)O. Cell line: M14. Synergy scores: CSS=0.138, Synergy_ZIP=1.19, Synergy_Bliss=0.808, Synergy_Loewe=-2.80, Synergy_HSA=-2.19.